From a dataset of Peptide-MHC class I binding affinity with 185,985 pairs from IEDB/IMGT. Regression. Given a peptide amino acid sequence and an MHC pseudo amino acid sequence, predict their binding affinity value. This is MHC class I binding data. (1) The binding affinity (normalized) is 0.895. The MHC is HLA-A11:01 with pseudo-sequence HLA-A11:01. The peptide sequence is GSTHVSWPK. (2) The peptide sequence is EMLIKPKEL. The MHC is HLA-B08:01 with pseudo-sequence HLA-B08:01. The binding affinity (normalized) is 0.798. (3) The peptide sequence is WHQARFEEL. The MHC is HLA-B08:02 with pseudo-sequence HLA-B08:02. The binding affinity (normalized) is 0.0847. (4) The peptide sequence is NQDLNGNWY. The MHC is HLA-B40:01 with pseudo-sequence HLA-B40:01. The binding affinity (normalized) is 0.0847. (5) The peptide sequence is RLAELIGPA. The MHC is HLA-A02:01 with pseudo-sequence HLA-A02:01. The binding affinity (normalized) is 0.533. (6) The peptide sequence is RYLKDQQLL. The MHC is HLA-A23:01 with pseudo-sequence HLA-A23:01. The binding affinity (normalized) is 0.923. (7) The peptide sequence is YSPGQRVEFLV. The MHC is Mamu-A01 with pseudo-sequence Mamu-A01. The binding affinity (normalized) is 0.957.